From a dataset of Full USPTO retrosynthesis dataset with 1.9M reactions from patents (1976-2016). Predict the reactants needed to synthesize the given product. (1) The reactants are: C(N(C(C)C)CC)(C)C.[Cl:10][C:11]1[CH:12]=[CH:13][C:14]2[N:19]=[C:18]([C:20]3[C:29]4[C:24](=[CH:25][CH:26]=[CH:27][CH:28]=4)[CH:23]=[CH:22][CH:21]=3)[O:17][C:16](=[O:30])[C:15]=2[CH:31]=1.[NH2:32][CH:33]1[CH2:38][CH2:37][O:36][CH2:35][CH2:34]1. Given the product [Cl:10][C:11]1[CH:12]=[CH:13][C:14]([NH:19][C:18]([C:20]2[C:29]3[C:24](=[CH:25][CH:26]=[CH:27][CH:28]=3)[CH:23]=[CH:22][CH:21]=2)=[O:17])=[C:15]([C:16]([NH:32][CH:33]2[CH2:38][CH2:37][O:36][CH2:35][CH2:34]2)=[O:30])[CH:31]=1, predict the reactants needed to synthesize it. (2) Given the product [F:35][CH:33]([F:34])[O:32][C:25]1[CH:26]=[C:27]([F:31])[C:28]([F:30])=[CH:29][C:24]=1[C:9]1[CH2:14][CH2:13][N:12]([C:15]([O:17][C:18]([CH3:19])([CH3:20])[CH3:21])=[O:16])[CH2:11][CH:10]=1, predict the reactants needed to synthesize it. The reactants are: CC1(C)C(C)(C)OB([C:9]2[CH2:14][CH2:13][N:12]([C:15]([O:17][C:18]([CH3:21])([CH3:20])[CH3:19])=[O:16])[CH2:11][CH:10]=2)O1.Br[C:24]1[CH:29]=[C:28]([F:30])[C:27]([F:31])=[CH:26][C:25]=1[O:32][CH:33]([F:35])[F:34].C(=O)([O-])[O-].[K+].[K+]. (3) The reactants are: [C:1]([O:5][C:6]([N:8]1[CH2:12][CH2:11][CH2:10][C@H:9]1[C:13]([OH:15])=O)=[O:7])([CH3:4])([CH3:3])[CH3:2].C(N(C(C)C)CC)(C)C.F[P-](F)(F)(F)(F)F.CN(C)C(F)=[N+](C)C.C1(P(=[N:59][CH:60]2[CH:64]([O:65][CH2:66][CH3:67])[O:63][C:62](=[O:68])[CH2:61]2)(C2C=CC=CC=2)C2C=CC=CC=2)C=CC=CC=1. Given the product [C:1]([O:5][C:6]([N:8]1[CH2:12][CH2:11][CH2:10][C@@H:9]1[C:13](=[O:15])[NH:59][CH:60]1[CH2:61][C:62](=[O:68])[O:63][CH:64]1[O:65][CH2:66][CH3:67])=[O:7])([CH3:2])([CH3:3])[CH3:4], predict the reactants needed to synthesize it. (4) Given the product [F:2][C:3]1[CH:8]=[CH:7][C:6]([C:9]2[O:13][N:12]=[C:11]([C@H:14]3[CH2:19][CH2:18][CH2:17][N:16]([C:25]([C:24]4[CH:23]=[N:22][C:21]([F:20])=[CH:29][CH:28]=4)=[O:26])[CH2:15]3)[N:10]=2)=[CH:5][CH:4]=1, predict the reactants needed to synthesize it. The reactants are: Cl.[F:2][C:3]1[CH:8]=[CH:7][C:6]([C:9]2[O:13][N:12]=[C:11]([C@H:14]3[CH2:19][CH2:18][CH2:17][NH:16][CH2:15]3)[N:10]=2)=[CH:5][CH:4]=1.[F:20][C:21]1[CH:29]=[CH:28][C:24]([C:25](O)=[O:26])=[CH:23][N:22]=1.CCN=C=NCCCN(C)C.Cl.C1C=CC2N(O)N=NC=2C=1. (5) Given the product [CH3:1][N:2]1[CH2:7][CH2:6][N:5]([CH2:15][C:16]#[N:17])[CH2:4][CH2:3]1, predict the reactants needed to synthesize it. The reactants are: [CH3:1][N:2]1[CH2:7][CH2:6][NH:5][CH2:4][CH2:3]1.C(=O)([O-])[O-].[K+].[K+].Cl[CH2:15][C:16]#[N:17]. (6) The reactants are: C(O[C:4]([C:6]1[C:7](=[O:40])[C:8]2[CH:13]=[N:12][C:11]([NH:14][C:15]3[CH:20]=[CH:19][C:18]([O:21][CH2:22][CH:23]([OH:28])[CH2:24][N:25]([CH3:27])[CH3:26])=[CH:17][CH:16]=3)=[N:10][C:9]=2[N:29]([C:31]2[CH:32]=[C:33]3[C:37](=[CH:38][CH:39]=2)[CH2:36][CH2:35][CH2:34]3)[CH:30]=1)=[O:5])C.[CH3:41][NH2:42]. Given the product [CH3:41][NH:42][C:4]([C:6]1[C:7](=[O:40])[C:8]2[CH:13]=[N:12][C:11]([NH:14][C:15]3[CH:20]=[CH:19][C:18]([O:21][CH2:22][CH:23]([OH:28])[CH2:24][N:25]([CH3:26])[CH3:27])=[CH:17][CH:16]=3)=[N:10][C:9]=2[N:29]([C:31]2[CH:32]=[C:33]3[C:37](=[CH:38][CH:39]=2)[CH2:36][CH2:35][CH2:34]3)[CH:30]=1)=[O:5], predict the reactants needed to synthesize it. (7) Given the product [F:8][C:4]1[CH:5]=[CH:6][CH:7]=[C:2]([F:1])[C:3]=1[N:9]1[C:14]2[N:15]=[C:16]([NH:28][CH2:29][CH2:30][N:31]([CH3:33])[CH3:32])[N:17]=[C:18]([C:19]3[CH:20]=[C:21]([CH:25]=[CH:26][CH:27]=3)[C:22]([NH:40][C:36]3[S:35][CH:39]=[CH:38][N:37]=3)=[O:23])[C:13]=2[CH2:12][NH:11][C:10]1=[O:34], predict the reactants needed to synthesize it. The reactants are: [F:1][C:2]1[CH:7]=[CH:6][CH:5]=[C:4]([F:8])[C:3]=1[N:9]1[C:14]2[N:15]=[C:16]([NH:28][CH2:29][CH2:30][N:31]([CH3:33])[CH3:32])[N:17]=[C:18]([C:19]3[CH:20]=[C:21]([CH:25]=[CH:26][CH:27]=3)[C:22](O)=[O:23])[C:13]=2[CH2:12][NH:11][C:10]1=[O:34].[S:35]1[CH:39]=[CH:38][N:37]=[C:36]1[NH2:40].CN(C(ON1N=NC2C=CC=NC1=2)=[N+](C)C)C.F[P-](F)(F)(F)(F)F.C(N(C(C)C)CC)(C)C.